Dataset: HIV replication inhibition screening data with 41,000+ compounds from the AIDS Antiviral Screen. Task: Binary Classification. Given a drug SMILES string, predict its activity (active/inactive) in a high-throughput screening assay against a specified biological target. (1) The molecule is CN(C)CCCNC(=O)CCNC(=O)c1cc(NC(=O)c2cc(NC(=O)c3cc(NC(=O)c4nccn4C)cn3C)cn2C)cn1C.O=C(O)C(F)(F)F. The result is 0 (inactive). (2) The compound is O=c1c(Cl)c(Cl)cnn1CCc1ccncc1. The result is 0 (inactive). (3) The drug is CC1(C)OC(=O)C(CC(=O)O)O1. The result is 0 (inactive). (4) The drug is CC(=O)Nc1cc2cc(N=CN(C)C)ccc2oc1=O. The result is 0 (inactive). (5) The compound is O=P(O)(O)C(NCC(O)CN1CCOCC1)P(=O)(O)O. The result is 0 (inactive).